Dataset: Full USPTO retrosynthesis dataset with 1.9M reactions from patents (1976-2016). Task: Predict the reactants needed to synthesize the given product. (1) Given the product [CH:11]1([C:8]2[NH:7][C:6](=[O:16])[C:5]([CH:2]([NH:1][C:24]([CH:18]3[CH2:19][CH:20]4[CH2:23][CH:17]3[CH:22]=[CH:21]4)=[O:25])[CH2:3][CH3:4])=[N:10][N:9]=2)[CH2:15][CH2:14][CH2:13][CH2:12]1, predict the reactants needed to synthesize it. The reactants are: [NH2:1][CH:2]([C:5]1[C:6](=[O:16])[NH:7][C:8]([CH:11]2[CH2:15][CH2:14][CH2:13][CH2:12]2)=[N:9][N:10]=1)[CH2:3][CH3:4].[CH:17]12[CH2:23][CH:20]([CH:21]=[CH:22]1)[CH2:19][CH:18]2[C:24](Cl)=[O:25]. (2) Given the product [Cl:1][C:2]1[CH:3]=[C:4]([CH:8]([C:13]2[NH:21][C:16]3=[N:17][CH:18]=[CH:19][CH:20]=[C:15]3[CH:14]=2)[CH2:9][CH:10]([CH3:12])[CH3:11])[CH:5]=[CH:6][CH:7]=1, predict the reactants needed to synthesize it. The reactants are: [Cl:1][C:2]1[CH:3]=[C:4]([C:8]([C:13]2[NH:21][C:16]3=[N:17][CH:18]=[CH:19][CH:20]=[C:15]3[CH:14]=2)=[CH:9][CH:10]([CH3:12])[CH3:11])[CH:5]=[CH:6][CH:7]=1.